Task: Predict the reaction yield, written as a fraction of the theoretical maximum amount of product (1.0 means a 100% yield; for example, 0.34 means a 34% yield).. Dataset: Reaction yield outcomes from USPTO patents with 853,638 reactions (1) The reactants are [NH2:1][C:2]1[CH:3]=[C:4]([CH:13]=[CH:14][C:15]=1[Cl:16])[O:5][C:6]1[CH:7]=[CH:8][C:9]([NH2:12])=[N:10][CH:11]=1.N1C=CC=CC=1.[CH3:23][N:24]1[C:28]([C:29](Cl)=[O:30])=[CH:27][C:26]([CH3:32])=[N:25]1. The catalyst is O1CCCC1. The product is [NH2:12][C:9]1[N:10]=[CH:11][C:6]([O:5][C:4]2[CH:13]=[CH:14][C:15]([Cl:16])=[C:2]([NH:1][C:29]([C:28]3[N:24]([CH3:23])[N:25]=[C:26]([CH3:32])[CH:27]=3)=[O:30])[CH:3]=2)=[CH:7][CH:8]=1. The yield is 0.100. (2) The reactants are [N:1]1([C:7]2[N:12]=[C:11]([N:13]3[CH2:18][CH2:17][O:16][CH2:15][CH2:14]3)[N:10]=[C:9]([C:19]3[CH:25]=[CH:24][C:22]([NH2:23])=[CH:21][CH:20]=3)[N:8]=2)[CH2:6][CH2:5][O:4][CH2:3][CH2:2]1.[F:26][C:27]1[CH:32]=[CH:31][C:30]([N:33]=[C:34]=[O:35])=[CH:29][CH:28]=1. No catalyst specified. The product is [N:1]1([C:7]2[N:12]=[C:11]([N:13]3[CH2:18][CH2:17][O:16][CH2:15][CH2:14]3)[N:10]=[C:9]([C:19]3[CH:25]=[CH:24][C:22]([NH:23][C:34]([NH:33][C:30]4[CH:31]=[CH:32][C:27]([F:26])=[CH:28][CH:29]=4)=[O:35])=[CH:21][CH:20]=3)[N:8]=2)[CH2:2][CH2:3][O:4][CH2:5][CH2:6]1. The yield is 0.330. (3) The reactants are [Cl:1]C1C=C(N2C(=O)/C(=C\[C:16]3[CH:23]=[CH:22][C:19]([C:20]#[N:21])=[CH:18][CH:17]=3)/N(C)C2=O)C=C(Cl)C=1.NCC(O)=O.C1N2CN3CN(C2)CN1C3.Cl. The catalyst is CN1CCCC1=O.C1(C)C=CC=CC=1. The product is [ClH:1].[C:20](#[N:21])[C:19]1[CH:22]=[CH:23][CH:16]=[CH:17][CH:18]=1. The yield is 0.900. (4) The reactants are [OH:1]O.[Br:3][C:4]1[C:13](B(O)O)=[CH:12][C:11]2[C:6](=[CH:7][CH:8]=[C:9]([O:17][CH3:18])[CH:10]=2)[N:5]=1.[NH4+].[Cl-]. The catalyst is CCOCC.O. The product is [Br:3][C:4]1[C:13]([OH:1])=[CH:12][C:11]2[C:6](=[CH:7][CH:8]=[C:9]([O:17][CH3:18])[CH:10]=2)[N:5]=1. The yield is 1.00. (5) The reactants are [CH2:1]([O:8][C:9]([N:11]1[CH2:13][C@H:12]1[C:14]([OH:16])=[O:15])=[O:10])[C:2]1[CH:7]=[CH:6][CH:5]=[CH:4][CH:3]=1.[OH:17][CH2:18][CH2:19][N:20]([CH2:28][C:29]1[CH:34]=[CH:33][C:32]([O:35][CH3:36])=[CH:31][CH:30]=1)[C:21](=[O:27])[O:22][C:23]([CH3:26])([CH3:25])[CH3:24].B(F)(F)F.[CH3:41]COCC.C(=O)(O)[O-].[Na+]. The catalyst is C(Cl)(Cl)Cl.ClCCl. The product is [CH2:1]([O:8][C:9]([NH:11][C@H:12]([C:14]([O:16][CH3:41])=[O:15])[CH2:13][O:17][CH2:18][CH2:19][N:20]([C:21]([O:22][C:23]([CH3:24])([CH3:25])[CH3:26])=[O:27])[CH2:28][C:29]1[CH:34]=[CH:33][C:32]([O:35][CH3:36])=[CH:31][CH:30]=1)=[O:10])[C:2]1[CH:3]=[CH:4][CH:5]=[CH:6][CH:7]=1. The yield is 0.380. (6) The reactants are [F:1][C:2]([CH3:7])([CH3:6])[C:3](Cl)=O.C(N(CC)CC)C.I.[C:16]([NH:19][C:20](=[NH:23])[S:21][CH3:22])(=[NH:18])[NH2:17]. The catalyst is C1COCC1.O.C(OCC)(=O)C. The product is [F:1][C:2]([C:3]1[N:23]=[C:20]([S:21][CH3:22])[N:19]=[C:16]([NH2:18])[N:17]=1)([CH3:7])[CH3:6]. The yield is 0.892. (7) The reactants are [N+:1]([C:4]1[CH:9]=[CH:8][C:7]([CH2:10][CH2:11][N:12]2[CH2:17][CH2:16][O:15][CH2:14][CH2:13]2)=[CH:6][CH:5]=1)([O-])=O.C1C(=O)N([Br:25])C(=O)C1. The catalyst is CO.C(Cl)Cl.[Pd]. The product is [Br:25][C:5]1[CH:6]=[C:7]([CH2:10][CH2:11][N:12]2[CH2:17][CH2:16][O:15][CH2:14][CH2:13]2)[CH:8]=[CH:9][C:4]=1[NH2:1]. The yield is 0.580.